Dataset: Reaction yield outcomes from USPTO patents with 853,638 reactions. Task: Predict the reaction yield, written as a fraction of the theoretical maximum amount of product (1.0 means a 100% yield; for example, 0.34 means a 34% yield). (1) The reactants are [NH2:1][CH2:2][CH2:3][N:4]([CH2:15][CH3:16])[CH2:5][CH2:6][O:7][C:8]1[C:9]([F:14])=[N:10][CH:11]=[CH:12][CH:13]=1.[I:17][C:18]1[CH:19]=[C:20]2[C:25](=[CH:26][CH:27]=1)[N:24]=[C:23]([C:28](OCC)=[O:29])[CH:22]=[CH:21]2.C(N(CCNC(C1C=NC2C(=CC=C(I)C=2)N=1)=O)CCOC1C(F)=NC=CC=1)C. No catalyst specified. The product is [CH2:15]([N:4]([CH2:3][CH2:2][NH:1][C:28]([C:23]1[CH:22]=[CH:21][C:20]2[C:25](=[CH:26][CH:27]=[C:18]([I:17])[CH:19]=2)[N:24]=1)=[O:29])[CH2:5][CH2:6][O:7][C:8]1[C:9]([F:14])=[N:10][CH:11]=[CH:12][CH:13]=1)[CH3:16]. The yield is 0.960. (2) The reactants are [N+:1]([C:4]1[C:5]([CH3:15])=[C:6]([C:10]([CH3:14])=[CH:11][C:12]=1[CH3:13])[C:7]([OH:9])=O)([O-:3])=[O:2].C1C[O:19][CH2:18][CH2:17]1. No catalyst specified. The product is [C:18]([O:9][CH2:7][C:6]1[C:10]([CH3:14])=[CH:11][C:12]([CH3:13])=[C:4]([N+:1]([O-:3])=[O:2])[C:5]=1[CH3:15])(=[O:19])[CH3:17]. The yield is 0.890. (3) The reactants are [Si:1]([O:8][CH2:9][C@H:10]1[CH2:15][CH2:14][C@H:13]([N:16]2[C:21]3[C:22]4[CH:28]=[CH:27][N:26]([CH2:29][O:30][CH2:31][CH2:32][Si:33]([CH3:36])([CH3:35])[CH3:34])[C:23]=4[N:24]=[CH:25][C:20]=3[C:19](=[O:37])[NH:18][CH2:17]2)[CH2:12][CH2:11]1)([C:4]([CH3:7])([CH3:6])[CH3:5])([CH3:3])[CH3:2].N1C=CC=CC=1[C:44]1[CH:49]=[CH:48]C=CN=1.C1(B(O)O)CC1.C(=O)([O-])[O-].[Na+].[Na+].[Cl-].[NH4+]. The catalyst is ClCCCl.C([O-])(=O)C.[Cu+2].C([O-])(=O)C. The product is [Si:1]([O:8][CH2:9][C@H:10]1[CH2:15][CH2:14][C@H:13]([N:16]2[C:21]3[C:22]4[CH:28]=[CH:27][N:26]([CH2:29][O:30][CH2:31][CH2:32][Si:33]([CH3:34])([CH3:35])[CH3:36])[C:23]=4[N:24]=[CH:25][C:20]=3[C:19](=[O:37])[N:18]([CH:48]3[CH2:49][CH2:44]3)[CH2:17]2)[CH2:12][CH2:11]1)([C:4]([CH3:5])([CH3:6])[CH3:7])([CH3:3])[CH3:2]. The yield is 0.960. (4) The reactants are [N:1]12[CH2:8][CH2:7][C:4]([C:9]([C:16]3[S:17][CH:18]=[CH:19][CH:20]=3)([C:11]3[S:12][CH:13]=[CH:14][CH:15]=3)[OH:10])([CH2:5][CH2:6]1)[CH2:3][CH2:2]2.[Br:21][CH2:22][CH2:23][C:24]1[CH:29]=[CH:28][CH:27]=[CH:26][CH:25]=1. The catalyst is C(Cl)(Cl)Cl. The product is [Br-:21].[OH:10][C:9]([C:16]1[S:17][CH:18]=[CH:19][CH:20]=1)([C:11]1[S:12][CH:13]=[CH:14][CH:15]=1)[C:4]12[CH2:5][CH2:6][N+:1]([CH2:22][CH2:23][C:24]3[CH:29]=[CH:28][CH:27]=[CH:26][CH:25]=3)([CH2:8][CH2:7]1)[CH2:2][CH2:3]2. The yield is 0.489. (5) The reactants are [NH2:1][C:2]1[N:11]=[CH:10][C:9]2[C:8](SC)=[N:7][CH:6]=[N:5][C:4]=2[CH:3]=1.[NH2:14][C:15]1[CH:20]=[CH:19][CH:18]=[CH:17][CH:16]=1. No catalyst specified. The product is [NH2:1][C:2]1[N:11]=[CH:10][C:9]2[C:8]([NH:14][C:15]3[CH:20]=[CH:19][CH:18]=[CH:17][CH:16]=3)=[N:7][CH:6]=[N:5][C:4]=2[CH:3]=1. The yield is 0.510. (6) The reactants are [F:1][C:2]([F:19])([F:18])[C:3]([F:17])([C:13]([F:16])([F:15])[F:14])[CH2:4][CH:5]([C:9]([F:12])([F:11])[F:10])[CH2:6][CH2:7]I.C(O)C.[S-:23][C:24]#[N:25].[K+].C(O)(=O)C. The catalyst is CCOCC.O. The product is [F:1][C:2]([F:19])([F:18])[C:3]([F:17])([C:13]([F:16])([F:15])[F:14])[CH2:4][CH:5]([C:9]([F:12])([F:11])[F:10])[CH2:6][CH2:7][S:23][C:24]#[N:25]. The yield is 0.970. (7) The reactants are [C:1]([C:5]([O:7][CH2:8][C:9]([NH2:11])=[S:10])=[O:6])([CH3:4])([CH3:3])[CH3:2].Br[CH2:13][C:14]([C:16]1[CH:29]=[CH:28][C:27]2[S:26][C:25]3[C:20](=[CH:21][CH:22]=[CH:23][CH:24]=3)[N:19](C(=O)CCl)[C:18]=2[CH:17]=1)=O.BrCC(C1C=C(C(C)(C)C)C(O)=C(C(C)(C)C)C=1)=O. No catalyst specified. The product is [C:5]([O:7][CH2:8][C:9]1[S:10][CH:13]=[C:14]([C:16]2[CH:29]=[CH:28][C:27]3[S:26][C:25]4[C:20](=[CH:21][CH:22]=[CH:23][CH:24]=4)[NH:19][C:18]=3[CH:17]=2)[N:11]=1)(=[O:6])[C:1]([CH3:4])([CH3:2])[CH3:3]. The yield is 0.632.